This data is from Reaction yield outcomes from USPTO patents with 853,638 reactions. The task is: Predict the reaction yield, written as a fraction of the theoretical maximum amount of product (1.0 means a 100% yield; for example, 0.34 means a 34% yield). (1) The reactants are Cl.[CH3:2][C:3]1([CH3:16])[CH2:8][O:7][C:6]2([CH2:13][CH2:12][CH:11]([NH:14][CH3:15])[CH2:10][CH2:9]2)[O:5][CH2:4]1.[C:25](O[C:25]([O:27][C:28]([CH3:31])([CH3:30])[CH3:29])=[O:26])([O:27][C:28]([CH3:31])([CH3:30])[CH3:29])=[O:26].C(N(CC)CC)C. The catalyst is C1COCC1.CN(C1C=CN=CC=1)C.C([O-])(O)=O.[Na+]. The product is [C:28]([O:27][C:25](=[O:26])[N:14]([CH:11]1[CH2:10][CH2:9][C:6]2([O:5][CH2:4][C:3]([CH3:16])([CH3:2])[CH2:8][O:7]2)[CH2:13][CH2:12]1)[CH3:15])([CH3:29])([CH3:30])[CH3:31]. The yield is 0.910. (2) The reactants are C([O:3][C:4](=[O:20])[C:5]1[CH:17]=[C:16]([CH2:18][F:19])[CH:15]=[C:7]([C:8]([N:10]([CH3:14])[CH2:11][CH2:12][CH3:13])=[O:9])[CH:6]=1)C.[OH-].[Li+]. The catalyst is C1COCC1. The product is [F:19][CH2:18][C:16]1[CH:15]=[C:7]([C:8]([N:10]([CH3:14])[CH2:11][CH2:12][CH3:13])=[O:9])[CH:6]=[C:5]([CH:17]=1)[C:4]([OH:20])=[O:3]. The yield is 0.850.